This data is from Full USPTO retrosynthesis dataset with 1.9M reactions from patents (1976-2016). The task is: Predict the reactants needed to synthesize the given product. The reactants are: [CH:1]1[C:14]2[C:5](=[N:6][C:7]3[C:12]([C:13]=2[NH:15][CH:16]([CH2:25][CH3:26])[CH2:17][CH2:18][CH2:19][N:20]([CH2:23][CH3:24])[CH2:21][CH3:22])=[CH:11][CH:10]=[CH:9][CH:8]=3)[CH:4]=[CH:3][CH:2]=1.Cl[C:28]1C2C(N=C3C=1C=CC=C3)=CC=CC=2.Cl.Cl.C(N(CC)CCCC(N)C(C)C)C.C1(O)C=CC=CC=1.C(N(CC)CC)C. Given the product [CH:11]1[C:12]2[C:7](=[N:6][C:5]3[C:14]([C:13]=2[NH:15][CH:16]([CH:25]([CH3:28])[CH3:26])[CH2:17][CH2:18][CH2:19][N:20]([CH2:23][CH3:24])[CH2:21][CH3:22])=[CH:1][CH:2]=[CH:3][CH:4]=3)[CH:8]=[CH:9][CH:10]=1, predict the reactants needed to synthesize it.